Dataset: Retrosynthesis with 50K atom-mapped reactions and 10 reaction types from USPTO. Task: Predict the reactants needed to synthesize the given product. Given the product OCc1nccc(N2CCOCC2)n1, predict the reactants needed to synthesize it. The reactants are: COCc1nccc(N2CCOCC2)n1.